From a dataset of Peptide-MHC class II binding affinity with 134,281 pairs from IEDB. Regression. Given a peptide amino acid sequence and an MHC pseudo amino acid sequence, predict their binding affinity value. This is MHC class II binding data. (1) The peptide sequence is AAGAATTAAGAASGA. The MHC is DRB1_1201 with pseudo-sequence DRB1_1201. The binding affinity (normalized) is 0.181. (2) The peptide sequence is EKKYFAATQFEPLAK. The MHC is HLA-DPA10201-DPB11401 with pseudo-sequence HLA-DPA10201-DPB11401. The binding affinity (normalized) is 0.646. (3) The peptide sequence is AEHQAIISDVLTASD. The MHC is HLA-DQA10102-DQB10602 with pseudo-sequence HLA-DQA10102-DQB10602. The binding affinity (normalized) is 0.239. (4) The peptide sequence is YDKFLANVHTVLTGK. The MHC is DRB1_0802 with pseudo-sequence DRB1_0802. The binding affinity (normalized) is 0.604.